Dataset: Full USPTO retrosynthesis dataset with 1.9M reactions from patents (1976-2016). Task: Predict the reactants needed to synthesize the given product. (1) Given the product [ClH:33].[NH2:24][CH2:23][C@@H:21]1[O:20][C:19](=[O:32])[N:18]([C:4]2[CH:5]=[CH:6][C:7]([CH:8]3[CH2:13][CH2:12][N:11]([C:14](=[O:17])[CH2:15][OH:16])[CH2:10][CH2:9]3)=[C:2]([F:1])[CH:3]=2)[CH2:22]1, predict the reactants needed to synthesize it. The reactants are: [F:1][C:2]1[CH:3]=[C:4]([N:18]2[CH2:22][C@H:21]([CH2:23][NH:24]C(=O)OC(C)(C)C)[O:20][C:19]2=[O:32])[CH:5]=[CH:6][C:7]=1[CH:8]1[CH2:13][CH2:12][N:11]([C:14](=[O:17])[CH2:15][OH:16])[CH2:10][CH2:9]1.[ClH:33]. (2) Given the product [Cl:17][CH2:18][C:19]([NH:16][C:2]1[CH:3]=[CH:4][C:5]2[O:6][C:7]3[CH2:15][CH2:14][CH2:13][CH2:12][CH2:11][CH2:10][C:8]=3[C:9]=2[CH:1]=1)=[O:20], predict the reactants needed to synthesize it. The reactants are: [CH:1]1[C:9]2[C:8]3[CH2:10][CH2:11][CH2:12][CH2:13][CH2:14][CH2:15][C:7]=3[O:6][C:5]=2[CH:4]=[CH:3][C:2]=1[NH2:16].[Cl:17][CH2:18][C:19](Cl)=[O:20].N1C=CC=CC=1.